From a dataset of Experimentally validated miRNA-target interactions with 360,000+ pairs, plus equal number of negative samples. Binary Classification. Given a miRNA mature sequence and a target amino acid sequence, predict their likelihood of interaction. (1) The miRNA is hsa-miR-2276-5p with sequence GCCCUCUGUCACCUUGCAGACG. The protein sequence of the target gene is MNRKARRCLGHLFLSLGMVYLRIGGFSSVVALGASIICNKIPGLAPRQRAICQSRPDAIIVIGEGSQMGLDECQFQFRNGRWNCSALGERTVFGKELKVGSREAAFTYAIIAAGVAHAITAACTQGNLSDCGCDKEKQGQYHRDEGWKWGGCSADIRYGIGFAKVFVDAREIKQNARTLMNLHNNEAGRKILEENMKLECKCHGVSGSCTTKTCWTTLPQFRELGYVLKDKYNEAVHVEPVRASRNKRPTFLKIKKPLSYRKPMDTDLVYIEKSPNYCEEDPVTGSVGTQGRACNKTAPQ.... Result: 0 (no interaction). (2) The miRNA is hsa-miR-4665-3p with sequence CUCGGCCGCGGCGCGUAGCCCCCGCC. The protein sequence of the target gene is MRSSCVLLTALVALAAYYVYIPLPGSVSDPWKLMLLDATFRGAQQVSNLIHYLGLSHHLLALNFIIVSFGKKSAWSSAQVKVTDTDFDGVEVRVFEGPPKPEEPLKRSVVYIHGGGWALASAKIRYYDELCTAMAEELNAVIVSIEYRLVPKVYFPEQIHDVVRATKYFLKPEVLQKYMVDPGRICISGDSAGGNLAAALGQQFTQDASLKNKLKLQALIYPVLQALDFNTPSYQQNVNTPILPRYVMVKYWVDYFKGNYDFVQAMIVNNHTSLDVEEAAAVRARLNWTSLLPASFTKNY.... Result: 0 (no interaction). (3) The miRNA is mmu-miR-3106-5p with sequence UGGCUCAUUUAGAAGCAGCCA. The protein sequence of the target gene is MAASIFTGAVRAASGIFRPLNVLASSTYRNCARNACLNSSLCTIHFRHIQTSVVSSAPRLVTSVGHLAYGHTTTVLNRVATLVPSVLKPPVRALTYCSTRKGKRKTVKSVVHRFLRLHSGLWLRRKAGYKKKLWKKSTARKKRLREFVFCSKTQSKLLDKMTTSFWKRRNWYAGDPYQMYHDRTNLRV. Result: 1 (interaction). (4) The miRNA is mmu-miR-499-5p with sequence UUAAGACUUGCAGUGAUGUUU. The protein sequence of the target gene is MHPPEATTKMSSVRFMVTPTKIDDIPGLSDTSPDLSSRSSSRVRFSSRESVPETSRSEPMSELSGATTSLATVALDPSSDRTSNPQDVTEDPSQNSITGEHSQLLDDGHKKARNAYLNNSNYEEGDEYFDKNLALFEEEMDTRPKVSSLLNRMANYTNLTQGAKEHEEAENITEGKKKPTKSPQMGTFMGVYLPCLQNIFGVILFLRLTWVVGTAGILQAFAIVLICCCCTMLTAISMSAIATNGVVPAGGSYFMISRALGPEFGGAVGLCFYLGTTFAAAMYILGAIEIFLVYIVPRAA.... Result: 0 (no interaction). (5) The miRNA is hsa-miR-548ad-5p with sequence AAAAGUAAUUGUGGUUUUUG. The protein sequence of the target gene is MAGQRTCQRRSSRAGPGKMQEPPKSIEEFLKFQNWDYWPREIHFRDDDKWSCTLKKIKEDSSFVSIYTHLWENVPRIFEALLIMESKLKEYSLILQNHTSEIFKWKSMISETSSYRKLERYGEFLKKYHKKKKIMLSDEMETEKNIEGCSFTGFKANELTQLPRHLDAEQIYLFILKAHNFDERVFKIWKTHFLSEASIALLHDSFWWWFLHKFRPDRENQDCLFDRISESYVTLFMSIPLSRKDAFFQIYPDCLAQAIYATFHEAFPESSYLFNDEFKEDLGNNIFLWCSGLKPQKGFW.... Result: 0 (no interaction). (6) The miRNA is hsa-miR-3609 with sequence CAAAGUGAUGAGUAAUACUGGCUG. The protein sequence of the target gene is MWLCALSLISLTACLSLGHPSLPPVVHTVHGKVLGKYVTLEGFSQPVAVFLGVPFAKPPLGSLRFAPPEPAEPWSFVKHTTSYPPLCYQNPEAALRLAELFTNQRKIIPHKFSEDCLYLNIYTPADLTQNSRLPVMVWIHGGGLVIDGASTYDGVPLAVHENVVVVVIQYRLGIWGFFSTEDEHSRGNWGHLDQVAALHWVQDNIANFGGNPGSVTIFGESAGGESVSVLVLSPLAKNLFHRAIAQSSVIFNPCLFGRAARPLAKKIAALAGCKTTTSAAMVHCLRQKTEDELLEVSLKM.... Result: 0 (no interaction). (7) The miRNA is mmu-miR-1938 with sequence CGGUGGGACUUGUAGUUCGGUC. The protein sequence of the target gene is MSGSFDRKLSSILTDISSSLSCHAGSKDSPTLPESTVTDLGYYSAPQHDYYSGQPYGQTVNPYTYHHQFNLNGLAGTGAYSPKSEYTYGGSYRQYGAYREQPLPAQDPVSVKEEPEAEVRMVNGKPKKVRKPRTIYSSYQLAALQRRFQKAQYLALPERAELAAQLGLTQTQVKIWFQNRRSKFKKLYKNGEVPLEHSPNNSDSMACNSPPSPALWDTSSHSTPAPARNPLPPPLPYSASPNYLDDPTNSWYHTQNLSGPHLQQQPPQPATLHHASPGPPPNPGAVY. Result: 0 (no interaction).